The task is: Regression/Classification. Given a drug SMILES string, predict its toxicity properties. Task type varies by dataset: regression for continuous values (e.g., LD50, hERG inhibition percentage) or binary classification for toxic/non-toxic outcomes (e.g., AMES mutagenicity, cardiotoxicity, hepatotoxicity). Dataset: ld50_zhu.. This data is from Acute oral toxicity (LD50) regression data from Zhu et al.. (1) The drug is COC=CC=C(C#N)C#N. The rat oral LD50 is 2.83, given as -log10 of the dose in mol/kg body weight (higher means more acutely toxic). (2) The molecule is Cc1ccccc1OCC1CO1. The rat oral LD50 is 1.61, given as -log10 of the dose in mol/kg body weight (higher means more acutely toxic). (3) The drug is O=C(NN=C1SCCS1)c1ccccc1. The rat oral LD50 is 3.52, given as -log10 of the dose in mol/kg body weight (higher means more acutely toxic). (4) The compound is Cn1c(=O)c2c(ncn2CCOC(=O)C(C)(C)Oc2ccc(Cl)cc2)n(C)c1=O. The rat oral LD50 is 1.39, given as -log10 of the dose in mol/kg body weight (higher means more acutely toxic). (5) The molecule is O=C(O)CCCNS(=O)(=O)c1cccc(C(F)(F)F)c1. The rat oral LD50 is 1.38, given as -log10 of the dose in mol/kg body weight (higher means more acutely toxic). (6) The compound is COc1ccc2ccc(=O)oc2c1. The rat oral LD50 is 1.61, given as -log10 of the dose in mol/kg body weight (higher means more acutely toxic). (7) The molecule is Cc1c(Nc2ncnc3ccccc23)c(=O)n(-c2ccccc2)n1C. The rat oral LD50 is 2.95, given as -log10 of the dose in mol/kg body weight (higher means more acutely toxic).